Task: Predict the product of the given reaction.. Dataset: Forward reaction prediction with 1.9M reactions from USPTO patents (1976-2016) (1) Given the reactants C([O:3][C:4](=[O:17])[CH2:5][O:6][C:7]1[CH:12]=[CH:11][C:10]([Br:13])=[CH:9][C:8]=1[C:14](=[O:16])[NH2:15])C.Br[CH2:19][C:20]([C:22]1[CH:27]=[CH:26][CH:25]=[CH:24][CH:23]=1)=O, predict the reaction product. The product is: [Br:13][C:10]1[CH:11]=[CH:12][C:7]([O:6][CH2:5][C:4]([OH:3])=[O:17])=[C:8]([C:14]2[O:16][CH:19]=[C:20]([C:22]3[CH:27]=[CH:26][CH:25]=[CH:24][CH:23]=3)[N:15]=2)[CH:9]=1. (2) Given the reactants C(=O)([O-])[O-].[K+].[K+].Br[CH2:8][CH2:9][C:10]([O:12][CH2:13][CH3:14])=[O:11].[I-].[K+].[NH:17]1[CH:21]=[CH:20][N:19]=[C:18]1/[CH:22]=[CH:23]/[C:24]([O:26][CH2:27][C:28]1[CH:33]=[CH:32][CH:31]=[CH:30][CH:29]=1)=[O:25], predict the reaction product. The product is: [CH2:13]([O:12][C:10](=[O:11])[CH2:9][CH2:8][N:17]1[CH:21]=[CH:20][N:19]=[C:18]1/[CH:22]=[CH:23]/[C:24]([O:26][CH2:27][C:28]1[CH:33]=[CH:32][CH:31]=[CH:30][CH:29]=1)=[O:25])[CH3:14]. (3) Given the reactants [F:1][C:2]1[CH:7]=[C:6]([F:8])[CH:5]=[CH:4][C:3]=1[CH:9]([NH:15][C@H:16]([C:21]([O:23]C)=[O:22])[CH2:17][CH:18]([CH3:20])[CH3:19])[C:10]([N:12]([CH3:14])[CH3:13])=[O:11].[OH-].[Li+], predict the reaction product. The product is: [F:1][C:2]1[CH:7]=[C:6]([F:8])[CH:5]=[CH:4][C:3]=1[CH:9]([NH:15][C@H:16]([C:21]([OH:23])=[O:22])[CH2:17][CH:18]([CH3:20])[CH3:19])[C:10]([N:12]([CH3:13])[CH3:14])=[O:11]. (4) Given the reactants [Cl:1][C:2]1[CH:7]=[CH:6][C:5](I)=[CH:4][N:3]=1.[C:9]1([SH:15])[CH:14]=[CH:13][CH:12]=[CH:11][CH:10]=1.[OH-].[Na+], predict the reaction product. The product is: [Cl:1][C:2]1[CH:7]=[CH:6][C:5]([S:15][C:9]2[CH:14]=[CH:13][CH:12]=[CH:11][CH:10]=2)=[CH:4][N:3]=1. (5) Given the reactants [Cl:1][C:2]1[CH:7]=[CH:6][C:5]([CH2:8][CH2:9][CH2:10][C:11]([NH:13][CH2:14][CH:15]2[CH2:42][CH2:41][C:18]3[N:19](C(C4C=CC=CC=4)(C4C=CC=CC=4)C4C=CC=CC=4)[CH:20]=[N:21][C:17]=3[CH2:16]2)=[O:12])=[CH:4][CH:3]=1.ClC1C=CC(CCCC(NCC2CCC3N=CN(C(C4C=CC=CC=4)(C4C=CC=CC=4)C4C=CC=CC=4)C=3C2)=O)=CC=1, predict the reaction product. The product is: [Cl:1][C:2]1[CH:3]=[CH:4][C:5]([CH2:8][CH2:9][CH2:10][C:11]([NH:13][CH2:14][CH:15]2[CH2:42][CH2:41][C:18]3[NH:19][CH:20]=[N:21][C:17]=3[CH2:16]2)=[O:12])=[CH:6][CH:7]=1.